Dataset: Catalyst prediction with 721,799 reactions and 888 catalyst types from USPTO. Task: Predict which catalyst facilitates the given reaction. (1) Reactant: [OH:1][CH2:2][C@H:3]1[C@@H:8]([OH:9])[CH:7]=[CH:6][CH2:5][O:4]1.N1C=CN=C1.[CH3:15][C:16]([Si:19](Cl)([CH3:21])[CH3:20])([CH3:18])[CH3:17]. Product: [Si:19]([O:1][CH2:2][C@H:3]1[C@@H:8]([OH:9])[CH:7]=[CH:6][CH2:5][O:4]1)([C:16]([CH3:18])([CH3:17])[CH3:15])([CH3:21])[CH3:20]. The catalyst class is: 2. (2) The catalyst class is: 33. Product: [Br:35][C:2]1[CH:3]=[C:4]([C:2]23[CH2:3][C:4]4([CH3:26])[CH2:10][C:8]([C:11]56[CH2:21][C:15]7([CH3:22])[CH2:16][C:17]([C:28]8[CH:33]=[C:32]([Br:38])[CH:31]=[C:30]([Br:34])[CH:29]=8)([CH2:19][C:13]([CH3:23])([CH2:14]7)[CH2:12]5)[CH2:18]6)([CH2:7][C:6]([CH3:25])([CH2:5]4)[CH2:24]2)[CH2:9]3)[CH:5]=[C:6]([Br:37])[CH:24]=1. Reactant: Br[C:2]12[CH2:24][C:6]3([CH3:25])[CH2:7][C:8]([C:11]45[CH2:21][C:15]6([CH3:22])[CH2:16][C:17](Br)([CH2:19][C:13]([CH3:23])([CH2:14]6)[CH2:12]4)[CH2:18]5)([CH2:10][C:4]([CH3:26])([CH2:5]3)[CH2:3]1)[CH2:9]2.Br[C:28]1[CH:33]=[CH:32][CH:31]=[C:30]([Br:34])[CH:29]=1.[Br-:35].[Al+3].[Br-:37].[Br-:38]. (3) Reactant: [CH3:1][N:2]1[CH2:7][CH2:6][N:5]([C:8]([C:10]2[CH:15]=[CH:14][CH:13]=[C:12]([C:16]3[C:25]4[C:20](=[CH:21][CH:22]=[C:23](B5OC(C)(C)C(C)(C)O5)[CH:24]=4)[N:19]=[CH:18][N:17]=3)[CH:11]=2)=[O:9])[CH2:4][CH2:3]1.Br[C:36]1[CH:37]=[C:38]([C:45]([F:48])([F:47])[F:46])[C:39]([O:42][CH2:43][CH3:44])=[N:40][CH:41]=1.COCCOC.C([O-])([O-])=O.[Na+].[Na+]. Product: [CH2:43]([O:42][C:39]1[N:40]=[CH:41][C:36]([C:23]2[CH:24]=[C:25]3[C:20](=[CH:21][CH:22]=2)[N:19]=[CH:18][N:17]=[C:16]3[C:12]2[CH:11]=[C:10]([C:8]([N:5]3[CH2:6][CH2:7][N:2]([CH3:1])[CH2:3][CH2:4]3)=[O:9])[CH:15]=[CH:14][CH:13]=2)=[CH:37][C:38]=1[C:45]([F:48])([F:47])[F:46])[CH3:44]. The catalyst class is: 518. (4) Reactant: [NH2:1][CH2:2][C@@H:3]1[C@H:8]([CH3:9])[CH2:7][CH2:6][CH2:5][N:4]1[C:10]([C:12]1[N:13]=[C:14]([CH3:23])[S:15][C:16]=1[C:17]1[CH:22]=[CH:21][CH:20]=[CH:19][CH:18]=1)=[O:11].Cl[C:25]1[O:26][C:27]2[CH:33]=[CH:32][CH:31]=[CH:30][C:28]=2[N:29]=1.CCN(C(C)C)C(C)C. Product: [O:26]1[C:27]2[CH:33]=[CH:32][CH:31]=[CH:30][C:28]=2[N:29]=[C:25]1[NH:1][CH2:2][C@@H:3]1[C@H:8]([CH3:9])[CH2:7][CH2:6][CH2:5][N:4]1[C:10]([C:12]1[N:13]=[C:14]([CH3:23])[S:15][C:16]=1[C:17]1[CH:18]=[CH:19][CH:20]=[CH:21][CH:22]=1)=[O:11]. The catalyst class is: 2. (5) Reactant: FC(F)(F)C(O)=O.[NH:8]1[CH2:13][CH:12]=[C:11]([C:14]2[CH:19]=[CH:18][C:17]([C:20]3[N:25]=[CH:24][CH:23]=[CH:22][N:21]=3)=[CH:16][CH:15]=2)[CH2:10][CH2:9]1.C(N(CC)CC)C.[Cl:33][CH2:34][C:35](Cl)=[O:36]. Product: [Cl:33][CH2:34][C:35]([N:8]1[CH2:9][CH:10]=[C:11]([C:14]2[CH:15]=[CH:16][C:17]([C:20]3[N:21]=[CH:22][CH:23]=[CH:24][N:25]=3)=[CH:18][CH:19]=2)[CH2:12][CH2:13]1)=[O:36]. The catalyst class is: 4. (6) Reactant: [CH3:1][O:2][C:3]1[C:12]2[C:7](=[CH:8][CH:9]=[CH:10][CH:11]=2)[CH:6]=[N:5][CH:4]=1.[N+:13]([O-])([O-:15])=[O:14].[K+]. Product: [CH3:1][O:2][C:3]1[C:12]2[C:7](=[CH:8][CH:9]=[CH:10][CH:11]=2)[CH:6]=[N:5][C:4]=1[N+:13]([O-:15])=[O:14]. The catalyst class is: 65. (7) Reactant: CCCCCC.C([Li])CCC.[CH2:12]([O:19][C:20]1[CH:25]=[CH:24][C:23]([CH3:26])=[CH:22][C:21]=1Br)[C:13]1[CH:18]=[CH:17][CH:16]=[CH:15][CH:14]=1.[CH2:28]([O:35][C@@H:36]1[C@@H:42]([O:43][CH2:44][C:45]2[CH:50]=[CH:49][CH:48]=[CH:47][CH:46]=2)[C@H:41]([O:51][CH2:52][C:53]2[CH:58]=[CH:57][CH:56]=[CH:55][CH:54]=2)[C@@H:40]([CH2:59][O:60][CH2:61][C:62]2[CH:67]=[CH:66][CH:65]=[CH:64][CH:63]=2)[O:39][C:37]1=[O:38])[C:29]1[CH:34]=[CH:33][CH:32]=[CH:31][CH:30]=1.Cl.S([O-])([O-])(=O)=O.[Mg+2]. Product: [CH2:28]([O:35][C@@H:36]1[C@@H:42]([O:43][CH2:44][C:45]2[CH:50]=[CH:49][CH:48]=[CH:47][CH:46]=2)[C@H:41]([O:51][CH2:52][C:53]2[CH:54]=[CH:55][CH:56]=[CH:57][CH:58]=2)[C@@H:40]([CH2:59][O:60][CH2:61][C:62]2[CH:63]=[CH:64][CH:65]=[CH:66][CH:67]=2)[O:39][C:37]1([C:21]1[CH:22]=[C:23]([CH3:26])[CH:24]=[CH:25][C:20]=1[O:19][CH2:12][C:13]1[CH:18]=[CH:17][CH:16]=[CH:15][CH:14]=1)[OH:38])[C:29]1[CH:30]=[CH:31][CH:32]=[CH:33][CH:34]=1. The catalyst class is: 7. (8) Reactant: [CH:1]([C:4]1[C:5]([S:14][C:15]#[N:16])=[CH:6][C:7]([N+:11]([O-])=O)=[C:8]([NH2:10])[CH:9]=1)([CH3:3])[CH3:2].[H][H]. Product: [CH:1]([C:4]1[CH:9]=[C:8]([NH2:10])[C:7]([NH2:11])=[CH:6][C:5]=1[S:14][C:15]#[N:16])([CH3:3])[CH3:2]. The catalyst class is: 814. (9) Reactant: Cl[C:2]1[C:11]2=[N:12][N:13](CC3C=CC(OC)=CC=3)[CH:14]=[C:10]2[C:9]2[CH:8]=[C:7]([O:24][CH3:25])[CH:6]=[CH:5][C:4]=2[N:3]=1.[CH3:26][C:27]1[CH:28]=[C:29]([NH2:36])[CH:30]=[C:31]2[C:35]=1[NH:34][N:33]=[CH:32]2.Cl. Product: [CH3:25][O:24][C:7]1[CH:6]=[CH:5][C:4]2[N:3]=[C:2]([NH:36][C:29]3[CH:30]=[C:31]4[C:35](=[C:27]([CH3:26])[CH:28]=3)[NH:34][N:33]=[CH:32]4)[C:11]3=[N:12][NH:13][CH:14]=[C:10]3[C:9]=2[CH:8]=1. The catalyst class is: 71. (10) Reactant: [NH2:1][C:2](=[O:46])[CH2:3][C:4]1[C:41]([C:42]([F:45])([F:44])[F:43])=[CH:40][CH:39]=[CH:38][C:5]=1[CH2:6][CH2:7][C:8]1[C:13]([C:14]([F:17])([F:16])[F:15])=[CH:12][N:11]=[C:10]([NH:18][C:19]2[CH:24]=[CH:23][C:22]([CH:25]3[CH2:30][CH2:29][N:28](C(OC(C)(C)C)=O)[CH2:27][CH2:26]3)=[CH:21][CH:20]=2)[N:9]=1.C(O)(C(F)(F)F)=O. Product: [NH:28]1[CH2:29][CH2:30][CH:25]([C:22]2[CH:23]=[CH:24][C:19]([NH:18][C:10]3[N:9]=[C:8]([CH2:7][CH2:6][C:5]4[CH:38]=[CH:39][CH:40]=[C:41]([C:42]([F:43])([F:44])[F:45])[C:4]=4[CH2:3][C:2]([NH2:1])=[O:46])[C:13]([C:14]([F:17])([F:15])[F:16])=[CH:12][N:11]=3)=[CH:20][CH:21]=2)[CH2:26][CH2:27]1. The catalyst class is: 2.